Dataset: Catalyst prediction with 721,799 reactions and 888 catalyst types from USPTO. Task: Predict which catalyst facilitates the given reaction. (1) Reactant: [O-]CC.[Na+].[Na].[C:6]([C:14]1[CH:15]=[C:16]([CH2:20][C:21]#[N:22])[CH:17]=[CH:18][CH:19]=1)(=[O:13])[C:7]1[CH:12]=[CH:11][CH:10]=[CH:9][CH:8]=1.[N:23](OCCC(C)C)=[O:24]. Product: [C:6]([C:14]1[CH:15]=[C:16]([C:20](=[N:23][OH:24])[C:21]#[N:22])[CH:17]=[CH:18][CH:19]=1)(=[O:13])[C:7]1[CH:8]=[CH:9][CH:10]=[CH:11][CH:12]=1. The catalyst class is: 162. (2) Reactant: [OH-].[Na+].[CH3:3][O:4][C:5]1[CH:10]=[C:9]([CH3:11])[C:8]([S:12]([N:15]2[CH2:20][CH2:19][CH2:18][CH2:17][CH:16]2[CH2:21][O:22][CH2:23][C:24]([O:26]C(C)(C)C)=[O:25])(=[O:14])=[O:13])=[C:7]([CH3:31])[CH:6]=1. Product: [CH3:3][O:4][C:5]1[CH:10]=[C:9]([CH3:11])[C:8]([S:12]([N:15]2[CH2:20][CH2:19][CH2:18][CH2:17][CH:16]2[CH2:21][O:22][CH2:23][C:24]([OH:26])=[O:25])(=[O:14])=[O:13])=[C:7]([CH3:31])[CH:6]=1. The catalyst class is: 36. (3) Product: [S:8]1[C:3]2[CH:4]=[CH:5][CH:6]=[CH:7][C:2]=2[N:1]=[C:15]1[C:14]1[CH:13]=[CH:12][C:11]([N:10]([CH3:9])[CH2:19][CH2:20][OH:21])=[CH:18][CH:17]=1. Reactant: [NH2:1][C:2]1[CH:7]=[CH:6][CH:5]=[CH:4][C:3]=1[SH:8].[CH3:9][N:10]([CH2:19][CH2:20][OH:21])[C:11]1[CH:18]=[CH:17][C:14]([CH:15]=O)=[CH:13][CH:12]=1.O. The catalyst class is: 16. (4) Reactant: C1(P(C2CCCCC2)C2C=CC=CC=2C2C=CC=CC=2)CCCCC1.[CH3:26][C:27]1[O:28][C:29]([C:32]2[CH:37]=[CH:36][C:35]([NH2:38])=[CH:34][CH:33]=2)=[CH:30][N:31]=1.[CH2:39]([C:46]1[CH:51]=[C:50]([CH3:52])[N:49]=[C:48](Cl)[N:47]=1)[C:40]1[CH:45]=[CH:44][CH:43]=[CH:42][CH:41]=1.O. Product: [CH2:39]([C:46]1[CH:51]=[C:50]([CH3:52])[N:49]=[C:48]([NH:38][C:35]2[CH:36]=[CH:37][C:32]([C:29]3[O:28][C:27]([CH3:26])=[N:31][CH:30]=3)=[CH:33][CH:34]=2)[N:47]=1)[C:40]1[CH:41]=[CH:42][CH:43]=[CH:44][CH:45]=1. The catalyst class is: 160. (5) The catalyst class is: 5. Reactant: [CH:1]1([NH2:6])[CH2:5][CH2:4][CH2:3][CH2:2]1.[C:7]([O:11][CH3:12])(=[O:10])[CH:8]=[CH2:9]. Product: [CH3:12][O:11][C:7](=[O:10])[CH2:8][CH2:9][NH:6][CH:1]1[CH2:5][CH2:4][CH2:3][CH2:2]1. (6) The catalyst class is: 7. Reactant: CC(C)([O-])C.[K+].[Br-].[CH3:8][O:9][C:10]1[CH:35]=[CH:34][C:13]([CH2:14][P+](C2C=CC=CC=2)(C2C=CC=CC=2)C2C=CC=CC=2)=[C:12]([CH3:36])[CH:11]=1.[Cl:37][C:38]1[C:39]([CH:64]=O)=[C:40]([C:44]2[N:49]=[C:48]([N:50]3[C:54]([C:55]([F:58])([F:57])[F:56])=[C:53]([C:59]([O:61][CH2:62][CH3:63])=[O:60])[CH:52]=[N:51]3)[CH:47]=[CH:46][CH:45]=2)[CH:41]=[CH:42][CH:43]=1. Product: [Cl:37][C:38]1[C:39](/[CH:64]=[CH:14]/[C:13]2[CH:34]=[CH:35][C:10]([O:9][CH3:8])=[CH:11][C:12]=2[CH3:36])=[C:40]([C:44]2[N:49]=[C:48]([N:50]3[C:54]([C:55]([F:57])([F:58])[F:56])=[C:53]([C:59]([O:61][CH2:62][CH3:63])=[O:60])[CH:52]=[N:51]3)[CH:47]=[CH:46][CH:45]=2)[CH:41]=[CH:42][CH:43]=1. (7) Reactant: Br[C:2]1[CH:3]=[C:4]([CH:7]=[C:8]([O:14][CH2:15][CH3:16])[C:9]=1[O:10]COC)[CH:5]=[O:6].[C:17]([Cu])#[N:18].CCOC(C)=O. Product: [CH2:15]([O:14][C:8]1[C:9]([OH:10])=[C:2]([CH:3]=[C:4]([CH:5]=[O:6])[CH:7]=1)[C:17]#[N:18])[CH3:16]. The catalyst class is: 3. (8) Reactant: [F:1][C:2]1[C:7]([F:8])=[CH:6][CH:5]=[C:4]([N+:9]([O-:11])=[O:10])[C:3]=1[OH:12].[CH2:13](Br)[C:14]1[CH:19]=[CH:18][CH:17]=[CH:16][CH:15]=1.C(=O)([O-])[O-].[K+].[K+]. Product: [CH2:13]([O:12][C:3]1[C:2]([F:1])=[C:7]([F:8])[CH:6]=[CH:5][C:4]=1[N+:9]([O-:11])=[O:10])[C:14]1[CH:19]=[CH:18][CH:17]=[CH:16][CH:15]=1. The catalyst class is: 9. (9) Reactant: [CH3:1][O:2][C:3]1[CH:8]=[CH:7][CH:6]=[C:5]([O:9][CH3:10])[C:4]=1[CH:11]1[NH:16][C:15](=[O:17])[CH2:14][CH2:13][CH2:12]1.[H-].[Na+].Br[CH2:21][C:22]1[CH:23]=[C:24]([C:28]2[CH:33]=[CH:32][CH:31]=[CH:30][CH:29]=2)[CH:25]=[CH:26][CH:27]=1.C([O-])(O)=O.[Na+]. Product: [C:24]1([C:28]2[CH:29]=[CH:30][CH:31]=[CH:32][CH:33]=2)[CH:25]=[CH:26][CH:27]=[C:22]([CH2:21][N:16]2[CH:11]([C:4]3[C:5]([O:9][CH3:10])=[CH:6][CH:7]=[CH:8][C:3]=3[O:2][CH3:1])[CH2:12][CH2:13][CH2:14][C:15]2=[O:17])[CH:23]=1. The catalyst class is: 3. (10) Reactant: [OH:1][C:2]1[CH:7]=[C:6]([O:8][CH2:9][O:10][CH3:11])[CH:5]=[CH:4][C:3]=1[C:12]([C:14]1[CH:19]=[CH:18][C:17]([O:20][CH2:21][C:22]2[N:23]=[C:24]([C:28]3[CH:33]=[CH:32][CH:31]=[CH:30][CH:29]=3)[O:25][C:26]=2[CH3:27])=[CH:16][CH:15]=1)=[O:13].Br[CH2:35][C:36]([O:38][CH2:39][CH3:40])=[O:37].C(=O)([O-])[O-].[K+].[K+].CN(C)C=O. Product: [C:36]([O:38][CH2:39][CH2:40][O:1][C:2]1[CH:7]=[C:6]([O:8][CH2:9][O:10][CH3:11])[CH:5]=[CH:4][C:3]=1[C:12](=[O:13])[C:14]1[CH:15]=[CH:16][C:17]([O:20][CH2:21][C:22]2[N:23]=[C:24]([C:28]3[CH:29]=[CH:30][CH:31]=[CH:32][CH:33]=3)[O:25][C:26]=2[CH3:27])=[CH:18][CH:19]=1)(=[O:37])[CH3:35]. The catalyst class is: 6.